This data is from Reaction yield outcomes from USPTO patents with 853,638 reactions. The task is: Predict the reaction yield, written as a fraction of the theoretical maximum amount of product (1.0 means a 100% yield; for example, 0.34 means a 34% yield). (1) The catalyst is CCCCCC.CO.O. The reactants are [CH2:1](N)[CH2:2][CH2:3][CH3:4].[BH4-].[Na+].[CH2:8]([O:10][CH:11]([O:21][CH2:22][CH3:23])[CH2:12][CH2:13][CH2:14][CH2:15][CH2:16][CH2:17][CH2:18][C:19]#[CH:20])[CH3:9].BrC#CCC. The product is [CH2:22]([O:21][CH:11]([O:10][CH2:8][CH3:9])[CH2:12][CH2:13][CH2:14][CH2:15][CH2:16][CH2:17][CH2:18][C:19]#[C:20][C:1]#[C:2][CH2:3][CH3:4])[CH3:23]. The yield is 0.820. (2) The yield is 0.950. The product is [Cl:1][C:2]1[C:3]([C:17]2[CH:16]=[CH:15][CH:14]=[C:13]([F:12])[CH:18]=2)=[N:4][CH:5]=[C:6]([CH:10]=1)[C:7]([OH:9])=[O:8]. The catalyst is C(OCC)(=O)C.O.C1C=CC([P]([Pd]([P](C2C=CC=CC=2)(C2C=CC=CC=2)C2C=CC=CC=2)([P](C2C=CC=CC=2)(C2C=CC=CC=2)C2C=CC=CC=2)[P](C2C=CC=CC=2)(C2C=CC=CC=2)C2C=CC=CC=2)(C2C=CC=CC=2)C2C=CC=CC=2)=CC=1. The reactants are [Cl:1][C:2]1[C:3](Cl)=[N:4][CH:5]=[C:6]([CH:10]=1)[C:7]([OH:9])=[O:8].[F:12][C:13]1[CH:14]=[C:15](B(O)O)[CH:16]=[CH:17][CH:18]=1.CN(C=O)C.C([O-])([O-])=O.[Cs+].[Cs+].